The task is: Predict the product of the given reaction.. This data is from Forward reaction prediction with 1.9M reactions from USPTO patents (1976-2016). (1) Given the reactants Cl[C:2]1[C:11]2[C:6](=[C:7]([F:12])[CH:8]=[CH:9][CH:10]=2)[N:5]=[C:4]([C:13]2[CH:18]=[CH:17][CH:16]=[CH:15][N:14]=2)[C:3]=1[CH3:19].[O:20]1[CH2:25][CH2:24][N:23]([C:26]2[CH:32]=[CH:31][C:30]([N:33]3[CH2:38][CH2:37][O:36][CH2:35][CH2:34]3)=[CH:29][C:27]=2[NH2:28])[CH2:22][CH2:21]1.Cl.O1CCOCC1, predict the reaction product. The product is: [N:23]1([C:26]2[CH:32]=[CH:31][C:30]([N:33]3[CH2:34][CH2:35][O:36][CH2:37][CH2:38]3)=[CH:29][C:27]=2[NH:28][C:2]2[C:11]3[C:6](=[C:7]([F:12])[CH:8]=[CH:9][CH:10]=3)[N:5]=[C:4]([C:13]3[CH:18]=[CH:17][CH:16]=[CH:15][N:14]=3)[C:3]=2[CH3:19])[CH2:24][CH2:25][O:20][CH2:21][CH2:22]1. (2) Given the reactants [O:1]1[C:10]2[CH:9]=[C:8]([CH2:11][N:12]([CH:20]3[CH2:25][CH2:24][N:23]([CH:26]([CH2:41][O:42]CC4C=CC=CC=4)[CH2:27][N:28]4[C:37]5[C:32](=[CH:33][CH:34]=[C:35]([O:38][CH3:39])[N:36]=5)[CH2:31][CH2:30][C:29]4=[O:40])[CH2:22][CH2:21]3)[C:13](=[O:19])[O:14][C:15]([CH3:18])([CH3:17])[CH3:16])[N:7]=[CH:6][C:5]=2[O:4][CH2:3][CH2:2]1.[H][H], predict the reaction product. The product is: [O:1]1[C:10]2[CH:9]=[C:8]([CH2:11][N:12]([CH:20]3[CH2:25][CH2:24][N:23]([CH:26]([CH2:27][N:28]4[C:37]5[C:32](=[CH:33][CH:34]=[C:35]([O:38][CH3:39])[N:36]=5)[CH2:31][CH2:30][C:29]4=[O:40])[CH2:41][OH:42])[CH2:22][CH2:21]3)[C:13](=[O:19])[O:14][C:15]([CH3:18])([CH3:17])[CH3:16])[N:7]=[CH:6][C:5]=2[O:4][CH2:3][CH2:2]1. (3) Given the reactants Cl.Cl.[NH2:3][CH2:4][CH2:5][N:6]1[C:14]2[C:13]([NH:15][C:16]3[CH:33]=[CH:32][C:19]([O:20][C:21]4[CH:22]=[C:23]([C:27]5([C:30]#[N:31])[CH2:29][CH2:28]5)[CH:24]=[CH:25][CH:26]=4)=[C:18]([Cl:34])[CH:17]=3)=[N:12][CH:11]=[N:10][C:9]=2[CH:8]=[CH:7]1.[CH3:35][S:36]([CH2:39][C:40](O)=[O:41])(=[O:38])=[O:37].ON1C2C=CC=CC=2N=N1.Cl.C(N=C=NCCCN(C)C)C.Cl.C(OCC)(=O)C, predict the reaction product. The product is: [ClH:34].[Cl:34][C:18]1[CH:17]=[C:16]([NH:15][C:13]2[C:14]3[N:6]([CH2:5][CH2:4][NH:3][C:40](=[O:41])[CH2:39][S:36]([CH3:35])(=[O:38])=[O:37])[CH:7]=[CH:8][C:9]=3[N:10]=[CH:11][N:12]=2)[CH:33]=[CH:32][C:19]=1[O:20][C:21]1[CH:26]=[CH:25][CH:24]=[C:23]([C:27]2([C:30]#[N:31])[CH2:29][CH2:28]2)[CH:22]=1. (4) Given the reactants [CH3:1][CH:2]([CH:9]1[C:13]2([CH3:30])[CH:14]([OH:29])[CH2:15][CH:16]3[C:21]4([CH3:27])[CH2:22][CH2:23][CH:24]([OH:26])[CH2:25][CH:20]4[CH2:19][CH:18]([OH:28])[CH:17]3[CH:12]2[CH2:11][CH2:10]1)[CH2:3][CH2:4][C:5]([O:7][CH3:8])=[O:6].[CH3:31][S:32](Cl)(=[O:34])=[O:33].CCOC(C)=O.Cl, predict the reaction product. The product is: [CH3:8][O:7][C:5](=[O:6])[CH2:4][CH2:3][C@H:2]([C@@H:9]1[C@:13]2([CH3:30])[C@H:12]([C@H:17]3[C@H:16]([CH2:15][C@@H:14]2[OH:29])[C@:21]2([CH3:27])[C@@H:20]([CH2:25][C@@H:24]([O:26][S:32]([CH3:31])(=[O:34])=[O:33])[CH2:23][CH2:22]2)[CH2:19][C@H:18]3[OH:28])[CH2:11][CH2:10]1)[CH3:1]. (5) Given the reactants [C:1]([NH:20][C@H:21]([C:25]([O:27][CH2:28][CH:29]([CH2:32][CH:33]=[CH2:34])[CH2:30][OH:31])=[O:26])[CH:22]([CH3:24])[CH3:23])([C:14]1[CH:19]=[CH:18][CH:17]=[CH:16][CH:15]=1)([C:8]1[CH:13]=[CH:12][CH:11]=[CH:10][CH:9]=1)[C:2]1[CH:7]=[CH:6][CH:5]=[CH:4][CH:3]=1.N1C=CC=CC=1.[C:41](Cl)(=[O:59])[CH2:42][CH2:43][CH2:44][CH2:45][CH2:46][CH2:47][CH2:48][CH2:49][CH2:50][CH2:51][CH2:52][CH2:53][CH2:54][CH2:55][CH2:56][CH2:57][CH3:58], predict the reaction product. The product is: [C:1]([NH:20][C@H:21]([C:25]([O:27][CH2:28][CH:29]([CH2:32][CH:33]=[CH2:34])[CH:30]([C:41](=[O:59])[CH2:42][CH2:43][CH2:44][CH2:45][CH2:46][CH2:47][CH2:48][CH2:49][CH2:50][CH2:51][CH2:52][CH2:53][CH2:54][CH2:55][CH2:56][CH2:57][CH3:58])[OH:31])=[O:26])[CH:22]([CH3:24])[CH3:23])([C:8]1[CH:13]=[CH:12][CH:11]=[CH:10][CH:9]=1)([C:14]1[CH:15]=[CH:16][CH:17]=[CH:18][CH:19]=1)[C:2]1[CH:3]=[CH:4][CH:5]=[CH:6][CH:7]=1. (6) Given the reactants [CH3:1][C:2]1[CH:3]=[N:4][N:5]([CH2:7][C:8]2[CH:13]=[CH:12][C:11]([CH2:14]O)=[CH:10][CH:9]=2)[CH:6]=1.C(N(CC)CC)C.CS([Cl:27])(=O)=O, predict the reaction product. The product is: [Cl:27][CH2:14][C:11]1[CH:12]=[CH:13][C:8]([CH2:7][N:5]2[CH:6]=[C:2]([CH3:1])[CH:3]=[N:4]2)=[CH:9][CH:10]=1.